From a dataset of Catalyst prediction with 721,799 reactions and 888 catalyst types from USPTO. Predict which catalyst facilitates the given reaction. (1) Reactant: [Br:1][C:2]1[C:3]([C:11]([OH:13])=[O:12])=[N:4][C:5]([CH2:8][O:9][CH3:10])=[N:6][CH:7]=1.[C:14]([O-])([O-])=O.[Cs+].[Cs+].CI. Product: [CH3:14][O:12][C:11]([C:3]1[C:2]([Br:1])=[CH:7][N:6]=[C:5]([CH2:8][O:9][CH3:10])[N:4]=1)=[O:13]. The catalyst class is: 21. (2) Reactant: Cl.[CH3:2][N:3]([CH3:12])[C:4]([C@@H:6]1[CH2:11][CH2:10][CH2:9][CH2:8][NH:7]1)=[O:5].C(=O)(O)[O-].[Na+].[C:18](Cl)(=[O:25])[C:19]1[CH:24]=[CH:23][CH:22]=[CH:21][CH:20]=1. Product: [CH3:2][N:3]([CH3:12])[C:4]([C@@H:6]1[CH2:11][CH2:10][CH2:9][CH2:8][N:7]1[C:18]([C:19]1[CH:24]=[CH:23][CH:22]=[CH:21][CH:20]=1)=[O:25])=[O:5]. The catalyst class is: 34. (3) Reactant: [Br:1][C:2]1[CH:7]=[CH:6][C:5]([C:8]2[CH:13]=[CH:12][C:11]([C:14](=[O:21])[CH2:15][CH2:16][C:17]([O:19]C)=[O:18])=[CH:10][CH:9]=2)=[CH:4][CH:3]=1. Product: [Br:1][C:2]1[CH:3]=[CH:4][C:5]([C:8]2[CH:13]=[CH:12][C:11]([C:14](=[O:21])[CH2:15][CH2:16][C:17]([OH:19])=[O:18])=[CH:10][CH:9]=2)=[CH:6][CH:7]=1. The catalyst class is: 33. (4) Reactant: FC(F)(F)S(O[C:7]1[CH:12]=[CH:11][C:10]([C:13]#[N:14])=[CH:9][C:8]=1[C:15]1[CH:20]=[CH:19][C:18]([O:21][CH2:22][C:23]2[CH:32]=[CH:31][C:30]3[C:25](=[CH:26][CH:27]=[CH:28][CH:29]=3)[N:24]=2)=[CH:17][CH:16]=1)(=O)=O.[N:35]1[CH:40]=[CH:39][C:38](B(O)O)=[CH:37][CH:36]=1.C([O-])([O-])=O.[Na+].[Na+]. Product: [N:35]1[CH:40]=[CH:39][C:38]([C:7]2[C:8]([C:15]3[CH:16]=[CH:17][C:18]([O:21][CH2:22][C:23]4[CH:32]=[CH:31][C:30]5[C:25](=[CH:26][CH:27]=[CH:28][CH:29]=5)[N:24]=4)=[CH:19][CH:20]=3)=[CH:9][C:10]([C:13]#[N:14])=[CH:11][CH:12]=2)=[CH:37][CH:36]=1. The catalyst class is: 12. (5) Product: [Br:11][C:12]1[CH:13]=[CH:14][C:15]([O:22][CH3:23])=[C:16]([S:18]([NH:6][CH3:4])(=[O:20])=[O:19])[CH:17]=1. Reactant: Cl.CN.[CH2:4]([N:6](CC)CC)C.[Br:11][C:12]1[CH:13]=[CH:14][C:15]([O:22][CH3:23])=[C:16]([S:18](Cl)(=[O:20])=[O:19])[CH:17]=1. The catalyst class is: 2. (6) Reactant: [C:1]1([CH:7]([C:38]2[CH:43]=[CH:42][CH:41]=[CH:40][CH:39]=2)[N:8]2[CH:13]=[CH:12][CH:11]=[C:10]([C:14]([NH:16][C@@H:17]([CH2:25][CH2:26][CH2:27][NH:28][C:29]([NH:31][C:32]([O:34][CH2:35][CH3:36])=[O:33])=[NH:30])[C:18]([O:20]C(C)(C)C)=[O:19])=[O:15])[C:9]2=[O:37])[CH:6]=[CH:5][CH:4]=[CH:3][CH:2]=1.[C:44](O)([C:46](F)(F)F)=O.[CH2:51]([SiH](CC)CC)C. Product: [C:1]1([CH:7]([C:38]2[CH:43]=[CH:42][CH:41]=[CH:40][CH:39]=2)[N:8]2[CH:13]=[CH:12][CH:11]=[C:10]([C:14]([NH:16][C@@H:17]([CH2:25][CH2:26][CH2:27][N:28]=[C:29]([NH:31][C:32]([O:34][CH2:35][CH3:36])=[O:33])[NH:30][CH:44]([CH3:46])[CH3:51])[C:18]([OH:20])=[O:19])=[O:15])[C:9]2=[O:37])[CH:6]=[CH:5][CH:4]=[CH:3][CH:2]=1. The catalyst class is: 6. (7) Reactant: [CH2:15]([Sn:6]([CH2:7][CH2:8][CH2:9][CH3:10])([CH2:11][CH2:12][CH2:13][CH3:14])[Sn:6]([CH2:15][CH2:16][CH2:17][CH3:18])([CH2:11][CH2:12][CH2:13][CH3:14])[CH2:7][CH2:8][CH2:9][CH3:10])[CH2:16][CH2:17][CH3:18].Br[C:28]1[CH:43]=[CH:42][C:31]([C:32]([O:34][N:35]2[C:39](=[O:40])[CH2:38][CH2:37][C:36]2=[O:41])=[O:33])=[C:30]([Cl:44])[CH:29]=1. Product: [Cl:44][C:30]1[CH:29]=[C:28]([Sn:6]([CH2:7][CH2:8][CH2:9][CH3:10])([CH2:11][CH2:12][CH2:13][CH3:14])[CH2:15][CH2:16][CH2:17][CH3:18])[CH:43]=[CH:42][C:31]=1[C:32]([O:34][N:35]1[C:36](=[O:41])[CH2:37][CH2:38][C:39]1=[O:40])=[O:33]. The catalyst class is: 109. (8) The catalyst class is: 387. Reactant: CO[C:3](=[O:18])[C:4]([C:6]1[C:16]2=[C:17]3[C:12](=[CH:13][CH:14]=[CH:15]2)[CH2:11][CH2:10][CH2:9][N:8]3[CH:7]=1)=O.[NH:19]1[C:27]2[C:22](=[CH:23][CH:24]=[CH:25][CH:26]=2)[C:21]([CH2:28][C:29]([NH2:31])=[S:30])=[CH:20]1.C(O[K])(C)(C)C.Cl. Product: [C:6]1([C:4]2[C:3](=[O:18])[NH:31][C:29](=[S:30])[C:28]=2[C:21]2[C:22]3[C:27](=[CH:26][CH:25]=[CH:24][CH:23]=3)[NH:19][CH:20]=2)[C:16]2=[C:17]3[C:12](=[CH:13][CH:14]=[CH:15]2)[CH2:11][CH2:10][CH2:9][N:8]3[CH:7]=1. (9) Reactant: [CH:1]1([C:5]([C:7]2[CH:8]([C:25]3[CH:32]=[CH:31][C:28]([C:29]#[N:30])=[CH:27][CH:26]=3)[NH:9][C:10](=[O:24])[N:11]([C:14]3[CH:19]=[CH:18][CH:17]=[C:16]([C:20]([F:23])([F:22])[F:21])[CH:15]=3)[C:12]=2[CH3:13])=[O:6])[CH2:4][CH2:3][CH2:2]1.C(=O)([O-])[O-].[K+].[K+].Br[CH2:40][C:41]([O:43][C:44]([CH3:47])([CH3:46])[CH3:45])=[O:42]. Product: [C:29]([C:28]1[CH:27]=[CH:26][C:25]([CH:8]2[N:9]([CH2:40][C:41]([O:43][C:44]([CH3:47])([CH3:46])[CH3:45])=[O:42])[C:10](=[O:24])[N:11]([C:14]3[CH:19]=[CH:18][CH:17]=[C:16]([C:20]([F:22])([F:23])[F:21])[CH:15]=3)[C:12]([CH3:13])=[C:7]2[C:5]([CH:1]2[CH2:4][CH2:3][CH2:2]2)=[O:6])=[CH:32][CH:31]=1)#[N:30]. The catalyst class is: 9. (10) Reactant: [CH3:1][C:2]1([CH3:22])[O:6][C@H:5]([CH2:7][N:8]2[CH:12]=[CH:11][C:10]([NH:13]C(=O)C3C=CC=CC=3)=[N:9]2)[CH2:4][O:3]1.O.[OH-].[Na+]. Product: [CH3:1][C:2]1([CH3:22])[O:6][C@H:5]([CH2:7][N:8]2[CH:12]=[CH:11][C:10]([NH2:13])=[N:9]2)[CH2:4][O:3]1. The catalyst class is: 5.